The task is: Predict the product of the given reaction.. This data is from Forward reaction prediction with 1.9M reactions from USPTO patents (1976-2016). (1) Given the reactants [F:1][C:2]1[CH:7]=[CH:6][CH:5]=[C:4]([F:8])[C:3]=1[CH:9]1[CH2:14][O:13][C:12]2[CH:15]=[CH:16][CH:17]=[N:18][C:11]=2[NH:10]1.[Br:19]N1C(=O)CCC1=O.CCOC(C)=O.CCCCCC, predict the reaction product. The product is: [Br:19][C:16]1[CH:17]=[N:18][C:11]2[NH:10][CH:9]([C:3]3[C:2]([F:1])=[CH:7][CH:6]=[CH:5][C:4]=3[F:8])[CH2:14][O:13][C:12]=2[CH:15]=1. (2) Given the reactants [N+:1]([C:4]([C:11]1[CH:20]=[CH:19][C:18]2[C:13](=[CH:14][CH:15]=[C:16]([O:21][C@H:22]3[CH2:27][CH2:26][C@H:25]([C:28]([F:31])([F:30])[F:29])[CH2:24][CH2:23]3)[CH:17]=2)[CH:12]=1)([CH3:10])[CH2:5][CH2:6][C:7]([OH:9])=[O:8])([O-:3])=[O:2].COC(=O)CCCC, predict the reaction product. The product is: [N+:1]([C:4]([C:11]1[CH:20]=[CH:19][C:18]2[C:13](=[CH:14][CH:15]=[C:16]([O:21][C@H:22]3[CH2:23][CH2:24][C@@H:25]([C:28]([F:29])([F:30])[F:31])[CH2:26][CH2:27]3)[C:17]=2[C:28]([F:31])([F:30])[F:29])[CH:12]=1)([CH3:10])[CH2:5][CH2:6][C:7]([OH:9])=[O:8])([O-:3])=[O:2]. (3) The product is: [NH2:1][C:2]1[CH:9]=[C:8]([NH:15][CH2:14][CH:13]([O:12][CH3:11])[CH3:16])[C:5]([C:6]#[N:7])=[CH:4][N:3]=1. Given the reactants [NH2:1][C:2]1[CH:9]=[C:8](F)[C:5]([C:6]#[N:7])=[CH:4][N:3]=1.[CH3:11][O:12][CH:13]([CH3:16])[CH2:14][NH2:15], predict the reaction product.